This data is from Catalyst prediction with 721,799 reactions and 888 catalyst types from USPTO. The task is: Predict which catalyst facilitates the given reaction. (1) Reactant: N#N.Cl.[F:4][C@@H:5]1[CH2:9][CH2:8][NH:7][CH2:6]1.Br[CH2:11][CH2:12][CH2:13][C:14]#[N:15].C([O-])([O-])=O.[K+].[K+]. Product: [F:4][C@@H:5]1[CH2:9][CH2:8][N:7]([CH2:11][CH2:12][CH2:13][CH2:14][NH2:15])[CH2:6]1. The catalyst class is: 23. (2) Reactant: [SH-:1].[Na+].[CH2:3]([N:10]1[C:15](=[O:16])[C:14]([CH3:17])=[C:13](Cl)[NH:12][C:11]1=[O:19])[C:4]1[CH:9]=[CH:8][CH:7]=[CH:6][CH:5]=1.Cl. Product: [CH2:3]([N:10]1[C:15](=[O:16])[C:14]([CH3:17])=[C:13]([SH:1])[NH:12][C:11]1=[O:19])[C:4]1[CH:9]=[CH:8][CH:7]=[CH:6][CH:5]=1. The catalyst class is: 9. (3) Reactant: [C:1]1([CH2:7][CH2:8][NH2:9])[CH:6]=[CH:5][CH:4]=[CH:3][CH:2]=1.CCN([CH2:15][CH3:16])CC.[S:17](Cl)(Cl)(=[O:19])=[O:18]. Product: [CH2:8]([NH:9][S:17]([C:2]1[C:15]2[C:16](=[CH:3][CH:4]=[CH:5][CH:6]=2)[CH:8]=[CH:7][CH:1]=1)(=[O:19])=[O:18])[CH2:7][C:1]1[CH:6]=[CH:5][CH:4]=[CH:3][CH:2]=1. The catalyst class is: 2. (4) Reactant: [N:1]([CH2:4][C@H:5]1[CH2:10][CH2:9][CH2:8][CH2:7][C@@H:6]1[NH:11][CH:12]1[CH2:17][CH2:16][N:15]([CH:18]2[CH2:23][CH2:22][N:21]([C:24]([O:26][C:27]([CH3:30])([CH3:29])[CH3:28])=[O:25])[CH2:20][CH2:19]2)[CH2:14][CH2:13]1)=[N+]=[N-]. Product: [NH2:1][CH2:4][C@H:5]1[CH2:10][CH2:9][CH2:8][CH2:7][C@@H:6]1[NH:11][CH:12]1[CH2:13][CH2:14][N:15]([CH:18]2[CH2:23][CH2:22][N:21]([C:24]([O:26][C:27]([CH3:30])([CH3:29])[CH3:28])=[O:25])[CH2:20][CH2:19]2)[CH2:16][CH2:17]1. The catalyst class is: 603. (5) Reactant: Cl[CH2:2][C:3]1[CH:4]=[C:5]([CH:20]=[CH:21][CH:22]=1)[O:6][CH2:7][C:8]1[N:9]=[C:10]([C:14]2[CH:19]=[CH:18][CH:17]=[CH:16][CH:15]=2)[O:11][C:12]=1[CH3:13].[CH2:23]([O:25][C:26]1[CH:31]=[CH:30][C:29]([OH:32])=[CH:28][C:27]=1[CH2:33][CH2:34][C:35]([O:37]CC)=[O:36])[CH3:24].C(=O)([O-])[O-].[K+].[K+].CN(C)C=O. Product: [CH2:23]([O:25][C:26]1[CH:31]=[CH:30][C:29]([O:32][CH2:2][C:3]2[CH:22]=[CH:21][CH:20]=[C:5]([O:6][CH2:7][C:8]3[N:9]=[C:10]([C:14]4[CH:19]=[CH:18][CH:17]=[CH:16][CH:15]=4)[O:11][C:12]=3[CH3:13])[CH:4]=2)=[CH:28][C:27]=1[CH2:33][CH2:34][C:35]([OH:37])=[O:36])[CH3:24]. The catalyst class is: 6.